This data is from Reaction yield outcomes from USPTO patents with 853,638 reactions. The task is: Predict the reaction yield, written as a fraction of the theoretical maximum amount of product (1.0 means a 100% yield; for example, 0.34 means a 34% yield). (1) The reactants are C[O:2][C:3]1[CH:12]=[C:11]2[C:6]([C:7](=[O:25])[C:8]([C:15]3[CH:24]=[CH:23][C:18]([C:19]([O:21]C)=[O:20])=[CH:17][CH:16]=3)=[C:9]([S:13][CH3:14])[O:10]2)=[CH:5][CH:4]=1.B(Br)(Br)Br. The catalyst is ClCCl. The product is [OH:2][C:3]1[CH:12]=[C:11]2[C:6]([C:7](=[O:25])[C:8]([C:15]3[CH:24]=[CH:23][C:18]([C:19]([OH:21])=[O:20])=[CH:17][CH:16]=3)=[C:9]([S:13][CH3:14])[O:10]2)=[CH:5][CH:4]=1. The yield is 0.250. (2) The reactants are [O:1]=[C:2]1[C:11]2[CH:10]=[CH:9][CH:8]=[C:7]3[NH:12][CH:13]([C:23]4[CH:28]=[CH:27][CH:26]=[CH:25][CH:24]=4)[CH:14]([C:15]4[CH:16]=[C:17]([CH:20]=[CH:21][CH:22]=4)[CH:18]=O)[C:5]([C:6]=23)=[N:4][NH:3]1.[CH3:29][NH:30][CH3:31].[BH4-].[Na+]. The catalyst is CO. The product is [CH3:29][N:30]([CH2:18][C:17]1[CH:16]=[C:15]([CH:14]2[C:5]3=[N:4][NH:3][C:2](=[O:1])[C:11]4[CH:10]=[CH:9][CH:8]=[C:7]([C:6]=43)[NH:12][CH:13]2[C:23]2[CH:24]=[CH:25][CH:26]=[CH:27][CH:28]=2)[CH:22]=[CH:21][CH:20]=1)[CH3:31]. The yield is 0.440.